Predict the reaction yield, written as a fraction of the theoretical maximum amount of product (1.0 means a 100% yield; for example, 0.34 means a 34% yield). From a dataset of Reaction yield outcomes from USPTO patents with 853,638 reactions. (1) The reactants are [Br:1][C:2]1[CH:7]=[CH:6][C:5]([CH2:8][C:9]([OH:11])=O)=[C:4]([F:12])[CH:3]=1.C(N(CC)CC)C.CC(C)(C)C(Cl)=O.[CH2:27]1[O:32][C:30](=[O:31])[NH:29][C@H:28]1[CH2:33][C:34]1[CH:39]=[CH:38][CH:37]=[CH:36][CH:35]=1.[Li+].C[Si]([N-][Si](C)(C)C)(C)C. The catalyst is C1(C)C=CC=CC=1.O1CCCC1.S(=O)(=O)(O)[O-].[Na+]. The product is [CH2:33]([C@H:28]1[CH2:27][O:32][C:30](=[O:31])[N:29]1[C:9](=[O:11])[CH2:8][C:5]1[CH:6]=[CH:7][C:2]([Br:1])=[CH:3][C:4]=1[F:12])[C:34]1[CH:35]=[CH:36][CH:37]=[CH:38][CH:39]=1. The yield is 0.420. (2) The reactants are [CH2:1]([S:3]([N:6]1[CH2:11][CH2:10][CH:9]([C:12]2[C:20]3[C:15](=[C:16]([C:30]([NH2:32])=[O:31])[CH:17]=[C:18](B4OC(C)(C)C(C)(C)O4)[CH:19]=3)[NH:14][CH:13]=2)[CH2:8][CH2:7]1)(=[O:5])=[O:4])[CH3:2].Br[C:34]1[N:35]=[C:36]([CH2:39][NH:40][CH2:41][C:42]([F:45])([F:44])[F:43])[S:37][CH:38]=1.[C:46](=[O:49])([O-])[O-:47].[K+].[K+]. The catalyst is O1CCOCC1.O.C1C=CC([P]([Pd]([P](C2C=CC=CC=2)(C2C=CC=CC=2)C2C=CC=CC=2)([P](C2C=CC=CC=2)(C2C=CC=CC=2)C2C=CC=CC=2)[P](C2C=CC=CC=2)(C2C=CC=CC=2)C2C=CC=CC=2)(C2C=CC=CC=2)C2C=CC=CC=2)=CC=1. The product is [F:43][C:42]([F:45])([F:44])[C:46]([OH:47])=[O:49].[CH2:1]([S:3]([N:6]1[CH2:7][CH2:8][CH:9]([C:12]2[C:20]3[C:15](=[C:16]([C:30]([NH2:32])=[O:31])[CH:17]=[C:18]([C:34]4[N:35]=[C:36]([CH2:39][NH:40][CH2:41][C:42]([F:44])([F:45])[F:43])[S:37][CH:38]=4)[CH:19]=3)[NH:14][CH:13]=2)[CH2:10][CH2:11]1)(=[O:5])=[O:4])[CH3:2]. The yield is 0.472. (3) The reactants are [C:1]([C:3]1[C:20]([C:21]#[N:22])=[CH:19][C:6]2[N:7](CCC)[C:8]([C:10]3[CH:15]=[CH:14][CH:13]=[CH:12][CH:11]=3)=[N:9][C:5]=2[CH:4]=1)#[N:2].[CH2:23]([C:26](C1C=CC(C=O)=CC=1)([CH2:30][CH:31]=[CH2:32])[CH2:27][CH:28]=[CH2:29])[CH:24]=[CH2:25]. The catalyst is CN1C(=O)CCC1.C(OCC)(=O)C. The product is [CH2:23]([C:26]([C:13]1[CH:14]=[CH:15][C:10]([C:8]2[NH:7][C:6]3[CH:19]=[C:20]([C:21]#[N:22])[C:3]([C:1]#[N:2])=[CH:4][C:5]=3[N:9]=2)=[CH:11][CH:12]=1)([CH2:30][CH:31]=[CH2:32])[CH2:27][CH:28]=[CH2:29])[CH:24]=[CH2:25]. The yield is 0.570. (4) The reactants are [F:1][C:2]1[CH:8]=[C:7]([F:9])[C:6]([N+:10]([O-:12])=[O:11])=[CH:5][C:3]=1[NH2:4].[C:13](O[C:13]([O:15][C:16]([CH3:19])([CH3:18])[CH3:17])=[O:14])([O:15][C:16]([CH3:19])([CH3:18])[CH3:17])=[O:14]. No catalyst specified. The product is [F:1][C:2]1[CH:8]=[C:7]([F:9])[C:6]([N+:10]([O-:12])=[O:11])=[CH:5][C:3]=1[NH:4][C:13](=[O:14])[O:15][C:16]([CH3:19])([CH3:18])[CH3:17]. The yield is 0.340.